The task is: Regression. Given two drug SMILES strings and cell line genomic features, predict the synergy score measuring deviation from expected non-interaction effect.. This data is from NCI-60 drug combinations with 297,098 pairs across 59 cell lines. (1) Drug 1: C1=NNC2=C1C(=O)NC=N2. Drug 2: CCC1(C2=C(COC1=O)C(=O)N3CC4=CC5=C(C=CC(=C5CN(C)C)O)N=C4C3=C2)O.Cl. Cell line: HCT116. Synergy scores: CSS=38.7, Synergy_ZIP=-0.674, Synergy_Bliss=-2.83, Synergy_Loewe=-29.9, Synergy_HSA=-0.916. (2) Drug 1: C1CC(=O)NC(=O)C1N2CC3=C(C2=O)C=CC=C3N. Drug 2: C1=NC(=NC(=O)N1C2C(C(C(O2)CO)O)O)N. Cell line: NCI-H322M. Synergy scores: CSS=6.73, Synergy_ZIP=-1.08, Synergy_Bliss=-0.702, Synergy_Loewe=-3.80, Synergy_HSA=0.479. (3) Drug 1: C1=NC2=C(N1)C(=S)N=CN2. Drug 2: C1CN(P(=O)(OC1)NCCCl)CCCl. Cell line: RXF 393. Synergy scores: CSS=31.6, Synergy_ZIP=-8.05, Synergy_Bliss=-0.830, Synergy_Loewe=-62.0, Synergy_HSA=0.445. (4) Drug 1: CC(C1=C(C=CC(=C1Cl)F)Cl)OC2=C(N=CC(=C2)C3=CN(N=C3)C4CCNCC4)N. Drug 2: CCCS(=O)(=O)NC1=C(C(=C(C=C1)F)C(=O)C2=CNC3=C2C=C(C=N3)C4=CC=C(C=C4)Cl)F. Cell line: CCRF-CEM. Synergy scores: CSS=33.0, Synergy_ZIP=-4.05, Synergy_Bliss=-2.43, Synergy_Loewe=-1.69, Synergy_HSA=-3.03. (5) Drug 1: CN(CC1=CN=C2C(=N1)C(=NC(=N2)N)N)C3=CC=C(C=C3)C(=O)NC(CCC(=O)O)C(=O)O. Drug 2: N.N.Cl[Pt+2]Cl. Cell line: COLO 205. Synergy scores: CSS=41.3, Synergy_ZIP=-7.49, Synergy_Bliss=-2.27, Synergy_Loewe=-25.6, Synergy_HSA=1.49. (6) Drug 1: C1=CN(C(=O)N=C1N)C2C(C(C(O2)CO)O)O.Cl. Drug 2: C(CN)CNCCSP(=O)(O)O. Cell line: ACHN. Synergy scores: CSS=45.9, Synergy_ZIP=1.56, Synergy_Bliss=4.49, Synergy_Loewe=-24.8, Synergy_HSA=5.32.